Task: Predict the reactants needed to synthesize the given product.. Dataset: Full USPTO retrosynthesis dataset with 1.9M reactions from patents (1976-2016) (1) Given the product [CH3:10][CH:11]1[CH2:16][CH2:15][N:14]([CH2:17][CH2:18][CH2:19][C:20]([C:22]2[CH:23]=[CH:24][C:25]([F:28])=[CH:26][CH:27]=2)=[O:21])[CH2:13][CH2:12]1, predict the reactants needed to synthesize it. The reactants are: P([O-])([O-])([O-])=O.[Na+].[Na+].[Na+].O.[CH3:10][CH:11]1[CH2:16][CH2:15][N:14]([CH2:17][CH2:18][CH2:19][C:20]([C:22]2[CH:27]=[CH:26][C:25]([F:28])=[CH:24][CH:23]=2)=[O:21])[CH2:13][CH2:12]1.Cl. (2) Given the product [Cl:6][CH2:5][O:4][C:2]([N:7]1[CH2:12][CH2:11][CH2:10][CH2:9][CH2:8]1)=[O:3], predict the reactants needed to synthesize it. The reactants are: Cl[C:2]([O:4][CH2:5][Cl:6])=[O:3].[NH:7]1[CH2:12][CH2:11][CH2:10][CH2:9][CH2:8]1. (3) The reactants are: [F:1][C:2]([F:9])([F:8])[C:3]([O:5]CC)=O.C[O-].[Na+].[O:13]1[CH:17]=[CH:16][CH:15]=[C:14]1[C:18]1[CH:23]=[CH:22][C:21]([C:24](=[O:26])[CH3:25])=[C:20]([CH3:27])[CH:19]=1.Cl. Given the product [F:9][C:2]([F:1])([F:8])[C:3](=[O:5])[CH2:25][C:24]([C:21]1[CH:22]=[CH:23][C:18]([C:14]2[O:13][CH:17]=[CH:16][CH:15]=2)=[CH:19][C:20]=1[CH3:27])=[O:26], predict the reactants needed to synthesize it. (4) Given the product [Cl:32][C:33]1[CH:38]=[C:37]([N:39]([CH3:41])[CH3:40])[CH:36]=[CH:35][C:34]=1[C:42]1[N:43]=[C:44]([CH2:61][CH3:62])[C:45]([NH:50][C@@H:51]2[C:59]3[C:54](=[CH:55][CH:56]=[CH:57][CH:58]=3)[CH2:53][C@@H:52]2[O:60][CH2:64][CH2:65][F:66])=[N:46][C:47]=1[CH2:48][CH3:49], predict the reactants needed to synthesize it. The reactants are: ClC1C=C(Cl)C=CC=1C1N=C(CC)C(N[C@@H]2C3C(=CC=CC=3)C[C@@H]2OCC)=NC=1CC.[Cl:32][C:33]1[CH:38]=[C:37]([N:39]([CH3:41])[CH3:40])[CH:36]=[CH:35][C:34]=1[C:42]1[N:43]=[C:44]([CH2:61][CH3:62])[C:45]([NH:50][CH:51]2[C:59]3[C:54](=[CH:55][CH:56]=[CH:57][CH:58]=3)[CH2:53][CH:52]2[OH:60])=[N:46][C:47]=1[CH2:48][CH3:49].Br[CH2:64][CH2:65][F:66]. (5) Given the product [CH3:10][O:9][C:7](=[O:8])[C:6]([C:15]1[S:14][C:13]([CH3:12])=[CH:17][CH:16]=1)=[O:11], predict the reactants needed to synthesize it. The reactants are: [Cl-].[Cl-].[Cl-].[Al+3].Cl[C:6](=[O:11])[C:7]([O:9][CH3:10])=[O:8].[CH3:12][C:13]1[S:14][CH:15]=[CH:16][CH:17]=1. (6) Given the product [F:20][C:15]1[CH:16]=[CH:17][CH:18]=[C:19]2[C:14]=1[N:13]([CH2:21][CH:22]([CH3:24])[CH3:23])[N:12]=[C:11]2[C:4]1[CH:5]=[CH:6][C:7]([OH:9])=[CH:8][C:3]=1[OH:2], predict the reactants needed to synthesize it. The reactants are: C[O:2][C:3]1[CH:8]=[C:7]([O:9]C)[CH:6]=[CH:5][C:4]=1[C:11]1[C:19]2[C:14](=[C:15]([F:20])[CH:16]=[CH:17][CH:18]=2)[N:13]([CH2:21][CH:22]([CH3:24])[CH3:23])[N:12]=1.B(Br)(Br)Br.C1CCCCC=1. (7) Given the product [CH3:18][N:6]([C@H:3]1[CH2:4][CH2:5][O:1][CH2:2]1)[CH2:7]/[CH:8]=[CH:9]/[C:10]([O:12][CH3:13])=[O:11], predict the reactants needed to synthesize it. The reactants are: [O:1]1[CH2:5][CH2:4][C@H:3]([NH:6][CH2:7]/[CH:8]=[CH:9]/[C:10]([O:12][CH3:13])=[O:11])[CH2:2]1.C=O.[BH-](OC(C)=O)(OC(C)=O)O[C:18](C)=O.[Na+]. (8) Given the product [Br:21][C:22]1[CH:28]=[CH:27][C:25]([N:26]2[CH:33]([C:32]3[CH:35]=[CH:36][CH:37]=[CH:38][C:31]=3[O:30][CH3:29])[C:4]([C:3](=[O:11])[C:2]([CH3:1])([CH3:20])[CH2:12][O:13][CH:14]3[CH2:19][CH2:18][CH2:17][CH2:16][O:15]3)=[C:5]([OH:10])[C:6]2=[O:8])=[CH:24][CH:23]=1, predict the reactants needed to synthesize it. The reactants are: [CH3:1][C:2]([CH3:20])([CH2:12][O:13][CH:14]1[CH2:19][CH2:18][CH2:17][CH2:16][O:15]1)[C:3](=[O:11])[CH2:4][C:5](=[O:10])[C:6]([O:8]C)=O.[Br:21][C:22]1[CH:28]=[CH:27][C:25]([NH2:26])=[CH:24][CH:23]=1.[CH3:29][O:30][C:31]1[CH:38]=[CH:37][CH:36]=[CH:35][C:32]=1[CH:33]=O.C(O)(=O)C.